Dataset: Catalyst prediction with 721,799 reactions and 888 catalyst types from USPTO. Task: Predict which catalyst facilitates the given reaction. (1) Reactant: I[C:2]([I:5])([CH3:4])C.[C:6](=O)([O-])[O-].[K+].[K+].[Si:12]([O:19][C@@H:20]1[N:26]([C:27]([O:29][CH2:30][CH:31]=[CH2:32])=[O:28])[C:25]2[CH:33]=[C:34]([OH:39])[C:35]([O:37][CH3:38])=[CH:36][C:24]=2[C:23](=[O:40])[N:22]2[CH:41]=[C:42](/[CH:44]=[CH:45]/[CH3:46])[CH2:43][C@@H:21]12)([C:15]([CH3:18])([CH3:17])[CH3:16])([CH3:14])[CH3:13]. Product: [Si:12]([O:19][C@@H:20]1[N:26]([C:27]([O:29][CH2:30][CH:31]=[CH2:32])=[O:28])[C:25]2[CH:33]=[C:34]([O:39][CH2:6][CH2:4][CH2:2][I:5])[C:35]([O:37][CH3:38])=[CH:36][C:24]=2[C:23](=[O:40])[N:22]2[CH:41]=[C:42](/[CH:44]=[CH:45]/[CH3:46])[CH2:43][C@@H:21]12)([C:15]([CH3:18])([CH3:17])[CH3:16])([CH3:13])[CH3:14]. The catalyst class is: 21. (2) Reactant: [CH3:1][N:2](C(ON1N=NC2C=CC=CC1=2)=[N+](C)C)C.[B-](F)(F)(F)F.C(N(CC)CC)C.[Cl:30][C:31]1[CH:36]=[CH:35][C:34]([C:37]2[CH:38]=[CH:39][C:40]([C:43]#[C:44][C:45]3[CH:46]=[CH:47][C:48]([O:54][CH2:55][CH2:56][N:57]4[CH2:61][CH2:60][CH2:59][CH2:58]4)=[C:49]([CH:53]=3)[C:50]([OH:52])=O)=[N:41][CH:42]=2)=[CH:33][CH:32]=1.CN. Product: [Cl:30][C:31]1[CH:32]=[CH:33][C:34]([C:37]2[CH:38]=[CH:39][C:40]([C:43]#[C:44][C:45]3[CH:46]=[CH:47][C:48]([O:54][CH2:55][CH2:56][N:57]4[CH2:58][CH2:59][CH2:60][CH2:61]4)=[C:49]([CH:53]=3)[C:50]([NH:2][CH3:1])=[O:52])=[N:41][CH:42]=2)=[CH:35][CH:36]=1. The catalyst class is: 3. (3) Reactant: [CH3:1][O:2][C:3]1[C:8]([N+:9]([O-:11])=[O:10])=[CH:7][N:6]=[C:5](SC)[CH:4]=1.O[O:15][S:16]([O-:18])=O.[K+].[CH3:20]O. Product: [CH3:20][S:16]([C:5]1[CH:4]=[C:3]([O:2][CH3:1])[C:8]([N+:9]([O-:11])=[O:10])=[CH:7][N:6]=1)(=[O:18])=[O:15]. The catalyst class is: 6. (4) Reactant: C([Li])CCC.C(NC(C)C)(C)C.[C:13]([O:17][CH2:18][CH3:19])(=[O:16])[C:14]#[CH:15].[CH:20]([O:23][C:24]1[C:25]([O:35][CH3:36])=[CH:26][C:27]([N+:32]([O-:34])=[O:33])=[C:28]([CH:31]=1)[CH:29]=[O:30])([CH3:22])[CH3:21].C(O)(=O)C. Product: [CH:20]([O:23][C:24]1[C:25]([O:35][CH3:36])=[CH:26][C:27]([N+:32]([O-:34])=[O:33])=[C:28]([CH:29]([OH:30])[C:15]#[C:14][C:13]([O:17][CH2:18][CH3:19])=[O:16])[CH:31]=1)([CH3:22])[CH3:21]. The catalyst class is: 30. (5) Reactant: [CH3:1][N:2]1[CH2:7][CH2:6][CH:5]([C:8]([OH:10])=O)[CH2:4][CH2:3]1.CCN=C=NCCCN(C)C.C(N(CC)CC)C.[NH2:29][CH2:30][CH2:31][C:32]1[CH:37]=[CH:36][C:35]([O:38][C:39](=[O:48])[N:40]([CH3:47])[C:41]2[CH:46]=[CH:45][CH:44]=[CH:43][CH:42]=2)=[CH:34][CH:33]=1.C(O)(C(F)(F)F)=O. Product: [CH3:1][N:2]1[CH2:3][CH2:4][CH:5]([C:8]([NH:29][CH2:30][CH2:31][C:32]2[CH:33]=[CH:34][C:35]([O:38][C:39](=[O:48])[N:40]([CH3:47])[C:41]3[CH:42]=[CH:43][CH:44]=[CH:45][CH:46]=3)=[CH:36][CH:37]=2)=[O:10])[CH2:6][CH2:7]1. The catalyst class is: 2. (6) Reactant: [CH3:1][O:2][CH2:3][CH:4]1[O:21][C:8]2([CH2:13][CH2:12][N:11]([C:14]([O:16][C:17]([CH3:20])([CH3:19])[CH3:18])=[O:15])[CH2:10][CH2:9]2)[CH2:7][NH:6][CH2:5]1.C([O-])([O-])=O.[K+].[K+].Br[CH2:29][C:30](=[O:32])[CH3:31]. Product: [CH3:1][O:2][CH2:3][CH:4]1[CH2:5][N:6]([CH2:29][C:30](=[O:32])[CH3:31])[CH2:7][C:8]2([CH2:13][CH2:12][N:11]([C:14]([O:16][C:17]([CH3:18])([CH3:20])[CH3:19])=[O:15])[CH2:10][CH2:9]2)[O:21]1. The catalyst class is: 245. (7) Product: [C:1]([C:3]1[CH:4]=[CH:5][C:6]([O:29][CH3:30])=[C:7]([S:9]([NH:12][CH2:13][CH2:14][C:15]2[CH:25]=[CH:24][C:23]([CH:26]([CH3:28])[CH3:27])=[CH:22][C:16]=2[O:17][CH2:18][C:19]([NH:37][CH2:36][C:35]([O:34][CH2:32][CH3:33])=[O:38])=[O:20])(=[O:10])=[O:11])[CH:8]=1)#[N:2]. The catalyst class is: 681. Reactant: [C:1]([C:3]1[CH:4]=[CH:5][C:6]([O:29][CH3:30])=[C:7]([S:9]([NH:12][CH2:13][CH2:14][C:15]2[CH:25]=[CH:24][C:23]([CH:26]([CH3:28])[CH3:27])=[CH:22][C:16]=2[O:17][CH2:18][C:19](O)=[O:20])(=[O:11])=[O:10])[CH:8]=1)#[N:2].Cl.[CH2:32]([O:34][C:35](=[O:38])[CH2:36][NH2:37])[CH3:33].O.ON1C2C=CC=CC=2N=N1.Cl.CN(C)CCCN=C=NCC.